Dataset: Catalyst prediction with 721,799 reactions and 888 catalyst types from USPTO. Task: Predict which catalyst facilitates the given reaction. (1) Reactant: [N+:1]([CH:4]1[C:13]2[C:8](=[CH:9][CH:10]=[CH:11][CH:12]=2)[CH2:7][CH2:6][N:5]1[C:14](=[O:16])[CH3:15])([O-])=O.[ClH:17]. Product: [ClH:17].[NH2:1][CH:4]1[C:13]2[C:8](=[CH:9][CH:10]=[CH:11][CH:12]=2)[CH2:7][CH2:6][N:5]1[C:14](=[O:16])[CH3:15]. The catalyst class is: 19. (2) Reactant: C[O:2][C:3]([C:5]1[C:6]([C:14]2[CH:19]=[CH:18][CH:17]=[CH:16][C:15]=2[N+:20]([O-:22])=[O:21])=[CH:7][CH:8]=[C:9]([C:11](=[S:13])[NH2:12])[CH:10]=1)=[O:4].Br[CH2:24][C:25]([C:27]1[CH:32]=[CH:31][CH:30]=[CH:29][CH:28]=1)=O. Product: [N+:20]([C:15]1[CH:16]=[CH:17][CH:18]=[CH:19][C:14]=1[C:6]1[C:5]([C:3]([OH:2])=[O:4])=[CH:10][C:9]([C:11]2[S:13][CH:24]=[C:25]([C:27]3[CH:32]=[CH:31][CH:30]=[CH:29][CH:28]=3)[N:12]=2)=[CH:8][CH:7]=1)([O-:22])=[O:21]. The catalyst class is: 6. (3) The catalyst class is: 1. Reactant: [NH2:1][C:2]1[CH:3]=[C:4]([OH:8])[CH:5]=[CH:6][CH:7]=1.[CH3:9][C:10]([O:13][C:14](O[C:14]([O:13][C:10]([CH3:12])([CH3:11])[CH3:9])=[O:15])=[O:15])([CH3:12])[CH3:11]. Product: [C:10]([O:13][C:14](=[O:15])[NH:1][C:2]1[CH:7]=[CH:6][CH:5]=[C:4]([OH:8])[CH:3]=1)([CH3:12])([CH3:11])[CH3:9]. (4) Reactant: C([O:3][C:4](=[O:34])[C:5]([O:8][C:9]1[CH:14]=[CH:13][C:12]([CH2:15][CH2:16][CH2:17][N:18]2[C:23](=[O:24])[C:22]3[N:25]([CH3:31])[N:26]=[C:27]([CH2:28][CH2:29][CH3:30])[C:21]=3[N:20]=[C:19]2[CH2:32][CH3:33])=[CH:11][CH:10]=1)([CH3:7])[CH3:6])C.[OH-].[K+]. Product: [CH2:32]([C:19]1[N:18]([CH2:17][CH2:16][CH2:15][C:12]2[CH:13]=[CH:14][C:9]([O:8][C:5]([CH3:7])([CH3:6])[C:4]([OH:34])=[O:3])=[CH:10][CH:11]=2)[C:23](=[O:24])[C:22]2[N:25]([CH3:31])[N:26]=[C:27]([CH2:28][CH2:29][CH3:30])[C:21]=2[N:20]=1)[CH3:33]. The catalyst class is: 8. (5) The catalyst class is: 78. Reactant: [OH:1][C@@H:2]([C@H:4]1[C:10](=[O:11])[N:9]2[C@@H:5]1[C@@H:6]([CH3:53])[C:7]([S:25][C@@H:26]1[CH2:30][CH2:29][O:28][C@@H:27]1[CH2:31][NH:32][C:33](=[O:52])[C@@H:34]([NH:38]C(OCC1C=CC([N+]([O-])=O)=CC=1)=O)[CH:35]([CH3:37])[CH3:36])=[C:8]2[C:12]([O:14]CC1C=CC([N+]([O-])=O)=CC=1)=[O:13])[CH3:3].O. Product: [NH2:38][C@@H:34]([CH:35]([CH3:37])[CH3:36])[C:33]([NH:32][CH2:31][C@@H:27]1[C@H:26]([S:25][C:7]2[C@H:6]([CH3:53])[C@H:5]3[N:9]([C:10](=[O:11])[C@@H:4]3[C@H:2]([OH:1])[CH3:3])[C:8]=2[C:12]([OH:14])=[O:13])[CH2:30][CH2:29][O:28]1)=[O:52]. (6) Reactant: [C:1]([O:5][C:6]([N:8]1[C@@H:12]([CH2:13][OH:14])[CH2:11][CH2:10][C@H:9]1[C:15]([OH:17])=[O:16])=[O:7])([CH3:4])([CH3:3])[CH3:2].[CH2:18]([Li])CCC.S(OC)(OC)(=O)=O. Product: [C:1]([O:5][C:6]([N:8]1[C@@H:12]([CH2:13][O:14][CH3:18])[CH2:11][CH2:10][C@H:9]1[C:15]([OH:17])=[O:16])=[O:7])([CH3:4])([CH3:2])[CH3:3]. The catalyst class is: 1.